The task is: Predict the reaction yield, written as a fraction of the theoretical maximum amount of product (1.0 means a 100% yield; for example, 0.34 means a 34% yield).. This data is from Reaction yield outcomes from USPTO patents with 853,638 reactions. The reactants are CS/[C:3](=[N:5]\[H])/[NH2:4].[NH2:7][C:8]1[CH:28]=[C:27]([Cl:29])[C:11]2[O:12][C:13]3[C:22]([CH3:23])=[CH:21][C:20]([C:24]([OH:26])=[O:25])=[CH:19][C:14]=3[S:15](=[O:18])(=[O:17])[CH2:16][C:10]=2[CH:9]=1.[OH2:30].CN([CH:34]=[O:35])C. No catalyst specified. The product is [CH2:16]([O:30][C:34]([N:7]([C:8]1[CH:28]=[C:27]([Cl:29])[C:11]2[O:12][C:13]3[C:22]([CH3:23])=[CH:21][C:20]([C:24]([OH:26])=[O:25])=[CH:19][C:14]=3[S:15](=[O:17])(=[O:18])[CH2:16][C:10]=2[CH:9]=1)[C:3]([NH2:4])=[NH:5])=[O:35])[C:10]1[CH:11]=[CH:27][CH:28]=[CH:8][CH:9]=1. The yield is 0.262.